Dataset: NCI-60 drug combinations with 297,098 pairs across 59 cell lines. Task: Regression. Given two drug SMILES strings and cell line genomic features, predict the synergy score measuring deviation from expected non-interaction effect. Drug 1: C1CC(=O)NC(=O)C1N2CC3=C(C2=O)C=CC=C3N. Drug 2: CC1=C(C=C(C=C1)NC(=O)C2=CC=C(C=C2)CN3CCN(CC3)C)NC4=NC=CC(=N4)C5=CN=CC=C5. Cell line: NCI-H226. Synergy scores: CSS=2.17, Synergy_ZIP=-0.0992, Synergy_Bliss=-1.49, Synergy_Loewe=-2.12, Synergy_HSA=-2.86.